This data is from Full USPTO retrosynthesis dataset with 1.9M reactions from patents (1976-2016). The task is: Predict the reactants needed to synthesize the given product. (1) Given the product [Br:1][C:2]1[C:7](=[O:8])[N:6]([CH2:9][CH2:10][C:11]([NH:52][CH:50]([C:44]2[CH:49]=[CH:48][CH:47]=[CH:46][CH:45]=2)[CH3:51])=[O:12])[N:5]=[CH:4][C:3]=1[NH:14][C@@H:15]1[CH2:20][C@@H:19]2[CH2:21][C@@H:17]([C:18]2([CH3:23])[CH3:22])[C@H:16]1[CH3:24], predict the reactants needed to synthesize it. The reactants are: [Br:1][C:2]1[C:7](=[O:8])[N:6]([CH2:9][CH2:10][C:11](O)=[O:12])[N:5]=[CH:4][C:3]=1[NH:14][C@@H:15]1[CH2:20][C@@H:19]2[CH2:21][C@@H:17]([C:18]2([CH3:23])[CH3:22])[C@H:16]1[CH3:24].Cl.CN(C)CCCN=C=NCC.C(N(CC)CC)C.[C:44]1([CH:50]([NH2:52])[CH3:51])[CH:49]=[CH:48][CH:47]=[CH:46][CH:45]=1. (2) Given the product [CH2:1]([N:8]([CH2:9][CH2:10][C:11]1[C:19]2[C:14](=[CH:15][CH:16]=[C:17]([F:20])[CH:18]=2)[NH:13][CH:12]=1)[CH2:23][C:22]([F:33])([F:32])[F:21])[C:2]1[CH:3]=[CH:4][CH:5]=[CH:6][CH:7]=1, predict the reactants needed to synthesize it. The reactants are: [CH2:1]([NH:8][CH2:9][CH2:10][C:11]1[C:19]2[C:14](=[CH:15][CH:16]=[C:17]([F:20])[CH:18]=2)[NH:13][CH:12]=1)[C:2]1[CH:7]=[CH:6][CH:5]=[CH:4][CH:3]=1.[F:21][C:22]([F:33])([F:32])[CH2:23]OS(C(F)(F)F)(=O)=O. (3) Given the product [OH:29][O:30][S:31]([O-:33])=[O:32].[K+:34].[CH2:35]([S:31]([CH2:6][C:5]([C:8]1[NH:9][C:10]2[C:15]([C:16]=1[CH3:17])=[CH:14][C:13]([C:18]#[N:19])=[C:12]([C:20]([F:23])([F:21])[F:22])[CH:11]=2)([OH:7])[CH3:4])(=[O:33])=[O:30])[CH3:36], predict the reactants needed to synthesize it. The reactants are: C(S[CH2:4][C:5]([C:8]1[NH:9][C:10]2[C:15]([C:16]=1[CH3:17])=[CH:14][C:13]([C:18]#[N:19])=[C:12]([C:20]([F:23])([F:22])[F:21])[CH:11]=2)([OH:7])[CH3:6])C.C(=O)(O)[O-].[Na+].[OH:29][O:30][S:31]([O-:33])=[O:32].[K+:34].[C:35](OCC)(=O)[CH3:36]. (4) Given the product [F:42][C:30]1[C:25]([NH:24][CH2:23][C@@H:3]2[C@H:2]([CH3:1])[CH2:7][CH2:6][CH2:5][N:4]2[C:8]([C:10]2[CH:15]=[C:14]([CH3:16])[CH:13]=[CH:12][C:11]=2[C:17]2[CH:18]=[N:19][N:20]([CH3:22])[CH:21]=2)=[O:9])=[N:26][CH:27]=[C:28]([C:31]([F:34])([F:32])[F:33])[CH:29]=1, predict the reactants needed to synthesize it. The reactants are: [CH3:1][C@@H:2]1[CH2:7][CH2:6][CH2:5][N:4]([C:8]([C:10]2[CH:15]=[C:14]([CH3:16])[CH:13]=[CH:12][C:11]=2[C:17]2[CH:18]=[N:19][N:20]([CH3:22])[CH:21]=2)=[O:9])[C@@H:3]1[CH2:23][NH:24][C:25]1[CH:30]=[CH:29][C:28]([C:31]([F:34])([F:33])[F:32])=[CH:27][N:26]=1.BrC1C([F:42])=CC(C(F)(F)F)=CN=1. (5) The reactants are: [NH:1]1[C:9]2[C:4](=[CH:5][CH:6]=[CH:7][CH:8]=2)[C:3]2([C:21]3[C:12](=[CH:13][C:14]4[O:19][CH2:18][CH2:17][O:16][C:15]=4[CH:20]=3)[O:11][CH2:10]2)[C:2]1=[O:22].N1C2C(=CC=CC=2)[C@@]2(C3C(=CC4OCCOC=4C=3)OC2)C1=O.Br[CH2:46][C:47]1[CH:52]=[CH:51][C:50]([F:53])=[CH:49][CH:48]=1.BrCCCCC. Given the product [F:53][C:50]1[CH:51]=[CH:52][C:47]([CH2:46][N:1]2[C:9]3[C:4](=[CH:5][CH:6]=[CH:7][CH:8]=3)[C:3]3([C:21]4[C:12](=[CH:13][C:14]5[O:19][CH2:18][CH2:17][O:16][C:15]=5[CH:20]=4)[O:11][CH2:10]3)[C:2]2=[O:22])=[CH:48][CH:49]=1, predict the reactants needed to synthesize it. (6) Given the product [CH2:19]([C:26]1[CH:27]=[C:28]([NH:31][CH:8]=[C:9]2[C:17]3[C:12](=[CH:13][CH:14]=[CH:15][CH:16]=3)[NH:11][C:10]2=[O:18])[NH:29][N:30]=1)[C:20]1[CH:21]=[CH:22][CH:23]=[CH:24][CH:25]=1, predict the reactants needed to synthesize it. The reactants are: NC1C=CNN=1.O/[CH:8]=[C:9]1\[C:10](=[O:18])[NH:11][C:12]2[C:17]\1=[CH:16][CH:15]=[CH:14][CH:13]=2.[CH2:19]([C:26]1[CH:27]=[C:28]([NH2:31])[NH:29][N:30]=1)[C:20]1[CH:25]=[CH:24][CH:23]=[CH:22][CH:21]=1.